This data is from Reaction yield outcomes from USPTO patents with 853,638 reactions. The task is: Predict the reaction yield, written as a fraction of the theoretical maximum amount of product (1.0 means a 100% yield; for example, 0.34 means a 34% yield). (1) The reactants are O1CCCCC1[N:7]1[C:15]2[C:10](=[CH:11][C:12]([C:16]3[N:20]=[CH:19][N:18](C(C4C=CC=CC=4)(C4C=CC=CC=4)C4C=CC=CC=4)[N:17]=3)=[CH:13][CH:14]=2)[C:9]([C:40]2[CH:45]=[CH:44][C:43]([NH2:46])=[CH:42][CH:41]=2)=[N:8]1.C(N(CC)CC)C.[O:54]1[CH:58]=[CH:57][CH:56]=[C:55]1[C:59](Cl)=[O:60].C(=O)(O)[O-].[Na+]. The catalyst is O1CCCC1. The product is [NH:17]1[C:16]([C:12]2[CH:11]=[C:10]3[C:15](=[CH:14][CH:13]=2)[NH:7][N:8]=[C:9]3[C:40]2[CH:45]=[CH:44][C:43]([NH:46][C:59]([C:55]3[O:54][CH:58]=[CH:57][CH:56]=3)=[O:60])=[CH:42][CH:41]=2)=[N:20][CH:19]=[N:18]1. The yield is 0.0500. (2) The reactants are [CH3:1][NH2:2].[Cl:3][C:4]1[C:5]([O:12][CH:13]([CH3:15])[CH3:14])=[C:6]([CH:9]=[CH:10][CH:11]=1)[CH:7]=O.[BH4-].[Na+]. The catalyst is CO. The product is [Cl:3][C:4]1[C:5]([O:12][CH:13]([CH3:15])[CH3:14])=[C:6]([CH:9]=[CH:10][CH:11]=1)[CH2:7][CH2:1][NH2:2]. The yield is 0.930. (3) The reactants are [NH2:1][C:2]1[N:6]([C:7]([CH3:10])([CH3:9])[CH3:8])[CH:5]=[C:4]([C:11]#[N:12])[CH:3]=1.[CH3:13][C:14](=O)[CH2:15][C:16](=O)[CH3:17].Cl. The catalyst is C(O)C. The product is [C:7]([N:6]1[C:2]2=[N:1][C:14]([CH3:13])=[CH:15][C:16]([CH3:17])=[C:3]2[C:4]([C:11]#[N:12])=[CH:5]1)([CH3:8])([CH3:9])[CH3:10]. The yield is 0.840. (4) The reactants are [OH:1][C:2]1[CH:6]=[C:5]([C:7]([O:9][CH3:10])=[O:8])[N:4]([CH3:11])[N:3]=1.[Na+].Cl[C:14]([F:19])([F:18])C([O-])=O.C(=O)([O-])[O-].[K+].[K+].O. The catalyst is CN(C)C=O. The product is [CH3:10][O:9][C:7]([C:5]1[N:4]([CH3:11])[N:3]=[C:2]([O:1][CH:14]([F:19])[F:18])[CH:6]=1)=[O:8]. The yield is 0.400. (5) The reactants are [Br:1][C:2]1[C:3]2[CH:12]=[C:11](I)[N:10]([S:14]([C:17]3[CH:23]=[CH:22][C:20]([CH3:21])=[CH:19][CH:18]=3)(=[O:16])=[O:15])[C:4]=2[C:5](=[O:9])[N:6]([CH3:8])[CH:7]=1.[CH3:24][O:25][CH2:26][C:27]#[CH:28].C(N(CC)CC)C. The catalyst is CN(C)C=O.[Cu]I.Cl[Pd](Cl)([P](C1C=CC=CC=1)(C1C=CC=CC=1)C1C=CC=CC=1)[P](C1C=CC=CC=1)(C1C=CC=CC=1)C1C=CC=CC=1. The product is [Br:1][C:2]1[C:3]2[CH:12]=[C:11]([C:28]#[C:27][CH2:26][O:25][CH3:24])[N:10]([S:14]([C:17]3[CH:23]=[CH:22][C:20]([CH3:21])=[CH:19][CH:18]=3)(=[O:16])=[O:15])[C:4]=2[C:5](=[O:9])[N:6]([CH3:8])[CH:7]=1. The yield is 0.610. (6) The reactants are [CH:1]1([N:7]2[CH2:11][CH2:10][CH2:9][C:8]2=[O:12])[CH2:6][CH2:5][CH2:4][CH2:3][CH2:2]1.[Li+].CC([N-]C(C)C)C.[CH2:21](Br)[C:22]1[CH:27]=[CH:26][CH:25]=[CH:24][CH:23]=1. The catalyst is C1COCC1. The product is [CH2:21]([CH:9]1[CH2:10][CH2:11][N:7]([CH:1]2[CH2:2][CH2:3][CH2:4][CH2:5][CH2:6]2)[C:8]1=[O:12])[C:22]1[CH:27]=[CH:26][CH:25]=[CH:24][CH:23]=1. The yield is 0.700. (7) The reactants are [CH2:1]([O:3][C:4]([C:6]1[CH:7]=[N:8][C:9]2[C:14]([C:15]=1Cl)=[CH:13][CH:12]=[CH:11][C:10]=2[N+:17]([O-])=O)=[O:5])[CH3:2].[CH2:20]([NH2:24])[CH2:21][CH2:22][CH3:23]. No catalyst specified. The product is [CH2:1]([O:3][C:4]([C:6]1[CH:7]=[N:8][C:9]2[C:14]([C:15]=1[NH:24][CH2:20][CH2:21][CH2:22][CH3:23])=[CH:13][CH:12]=[CH:11][C:10]=2[NH2:17])=[O:5])[CH3:2]. The yield is 0.780.